Dataset: Full USPTO retrosynthesis dataset with 1.9M reactions from patents (1976-2016). Task: Predict the reactants needed to synthesize the given product. (1) Given the product [CH3:35][C:29]1[C:28]([C:17]2[CH:16]=[CH:15][C:4]([O:5][C:6]3[C:11]4[CH:12]=[CH:13][O:14][C:10]=4[CH:9]=[CH:8][N:7]=3)=[CH:3][C:2]=2[CH3:1])=[C:33]([CH3:34])[N:32]=[CH:31][N:30]=1, predict the reactants needed to synthesize it. The reactants are: [CH3:1][C:2]1[CH:3]=[C:4]([CH:15]=[CH:16][C:17]=1B1OC(C)(C)C(C)(C)O1)[O:5][C:6]1[C:11]2[CH:12]=[CH:13][O:14][C:10]=2[CH:9]=[CH:8][N:7]=1.Br[C:28]1[C:29]([CH3:35])=[N:30][CH:31]=[N:32][C:33]=1[CH3:34].C1(P(C2CCCCC2)C2CCCCC2)CCCCC1.P([O-])([O-])([O-])=O.[K+].[K+].[K+]. (2) Given the product [Cl:1][C:2]1[CH:3]=[C:4]([CH:14]=[CH:15][C:16]=1[Cl:17])[CH2:5][N:6]1[CH2:11][CH2:10][O:9][CH:8]([CH2:12][NH:13][C:27](=[O:28])[CH2:26][C:20]2[CH:21]=[CH:22][C:23]([Cl:25])=[CH:24][C:19]=2[Cl:18])[CH2:7]1, predict the reactants needed to synthesize it. The reactants are: [Cl:1][C:2]1[CH:3]=[C:4]([CH:14]=[CH:15][C:16]=1[Cl:17])[CH2:5][N:6]1[CH2:11][CH2:10][O:9][CH:8]([CH2:12][NH2:13])[CH2:7]1.[Cl:18][C:19]1[CH:24]=[C:23]([Cl:25])[CH:22]=[CH:21][C:20]=1[CH2:26][C:27](O)=[O:28]. (3) The reactants are: [O:1]([C:8]1[N:13]=[CH:12][C:11]([CH:14]=O)=[CH:10][CH:9]=1)[C:2]1[CH:7]=[CH:6][CH:5]=[CH:4][CH:3]=1.[N+:16]([CH3:19])([O-:18])=[O:17].C([O-])(=O)C.[NH4+]. Given the product [N+:16](/[CH:19]=[CH:14]/[C:11]1[CH:10]=[CH:9][C:8]([O:1][C:2]2[CH:7]=[CH:6][CH:5]=[CH:4][CH:3]=2)=[N:13][CH:12]=1)([O-:18])=[O:17], predict the reactants needed to synthesize it. (4) Given the product [CH3:1][C:2]1[CH:7]=[CH:6][CH:5]=[C:4]([CH3:8])[C:3]=1[CH2:17][C:18](=[O:19])[CH3:20], predict the reactants needed to synthesize it. The reactants are: [CH3:1][C:2]1[CH:7]=[CH:6][CH:5]=[C:4]([CH3:8])[C:3]=1Cl.P.C([O-])([O-])=O.[Cs+].[Cs+].[CH3:17][C:18]([CH3:20])=[O:19]. (5) Given the product [ClH:49].[ClH:49].[F:38][C:26]([F:25])([F:37])[C:27]1[N:28]=[CH:29][C:30]2[CH2:36][CH2:35][N:34]([C@H:2]3[CH2:7][O:6][C@H:5]([C:8]4[CH:13]=[C:12]([F:14])[C:11]([F:15])=[CH:10][C:9]=4[F:16])[C@@H:4]([NH2:17])[CH2:3]3)[CH2:33][C:31]=2[N:32]=1, predict the reactants needed to synthesize it. The reactants are: O=[C:2]1[CH2:7][O:6][C@H:5]([C:8]2[CH:13]=[C:12]([F:14])[C:11]([F:15])=[CH:10][C:9]=2[F:16])[C@@H:4]([NH:17]C(=O)OCCCC)[CH2:3]1.[F:25][C:26]([F:38])([F:37])[C:27]1[N:28]=[CH:29][C:30]2[CH2:36][CH2:35][NH:34][CH2:33][C:31]=2[N:32]=1.[B][B][B][B][B][B][B][B][B][B].[ClH:49].